Predict the reactants needed to synthesize the given product. From a dataset of Full USPTO retrosynthesis dataset with 1.9M reactions from patents (1976-2016). (1) Given the product [NH2:1][C:4]1[CH:12]=[C:11]2[C:7]([CH2:8][CH2:9][N:10]2[C:13]([O:15][C:16]([CH3:19])([CH3:18])[CH3:17])=[O:14])=[CH:6][CH:5]=1, predict the reactants needed to synthesize it. The reactants are: [N+:1]([C:4]1[CH:12]=[C:11]2[C:7]([CH2:8][CH2:9][N:10]2[C:13]([O:15][C:16]([CH3:19])([CH3:18])[CH3:17])=[O:14])=[CH:6][CH:5]=1)([O-])=O. (2) Given the product [CH2:1]([C:8]1[CH:9]=[N:10][C:11]2[C:16]([C:17]=1[C:18]1[CH:23]=[CH:22][CH:21]=[C:20]([O:24][CH2:39][CH:29]3[C:38]4[C:33](=[CH:34][CH:35]=[CH:36][CH:37]=4)[CH2:32][CH2:31][CH2:30]3)[CH:19]=1)=[CH:15][CH:14]=[CH:13][C:12]=2[C:25]([F:28])([F:26])[F:27])[C:2]1[CH:3]=[CH:4][CH:5]=[CH:6][CH:7]=1, predict the reactants needed to synthesize it. The reactants are: [CH2:1]([C:8]1[CH:9]=[N:10][C:11]2[C:16]([C:17]=1[C:18]1[CH:19]=[C:20]([OH:24])[CH:21]=[CH:22][CH:23]=1)=[CH:15][CH:14]=[CH:13][C:12]=2[C:25]([F:28])([F:27])[F:26])[C:2]1[CH:7]=[CH:6][CH:5]=[CH:4][CH:3]=1.[CH:29]1([CH2:39]O)[C:38]2[C:33](=[CH:34][CH:35]=[CH:36][CH:37]=2)[CH2:32][CH2:31][CH2:30]1. (3) Given the product [CH2:1]([NH:5][C:6]([CH2:7][O:10][C:11]1[N:12]=[C:13]([C:17]2[CH:22]=[CH:21][C:20]([C:23]([OH:25])=[O:24])=[CH:19][CH:18]=2)[S:14][C:15]=1[CH3:16])=[O:9])[CH2:2][CH2:3][CH3:4], predict the reactants needed to synthesize it. The reactants are: [CH2:1]([NH:5][C:6](=[O:9])[CH2:7]Cl)[CH2:2][CH2:3][CH3:4].[OH:10][C:11]1[N:12]=[C:13]([C:17]2[CH:22]=[CH:21][C:20]([C:23]([O:25]C)=[O:24])=[CH:19][CH:18]=2)[S:14][C:15]=1[CH3:16].C(=O)([O-])[O-].[K+].[K+].[I-].[K+].O.[OH-].[Li+]. (4) Given the product [CH2:1]([C:8]1[C:9]([O:32][C:26]2[CH:25]=[CH:24][C:23]([F:22])=[CH:28][C:27]=2[C:29](=[O:31])[CH3:30])=[N:10][C:11]2[C:16]([CH:17]=1)=[CH:15][C:14]([N+:18]([O-:20])=[O:19])=[CH:13][CH:12]=2)[C:2]1[CH:7]=[CH:6][CH:5]=[CH:4][CH:3]=1, predict the reactants needed to synthesize it. The reactants are: [CH2:1]([C:8]1[C:9](Cl)=[N:10][C:11]2[C:16]([CH:17]=1)=[CH:15][C:14]([N+:18]([O-:20])=[O:19])=[CH:13][CH:12]=2)[C:2]1[CH:7]=[CH:6][CH:5]=[CH:4][CH:3]=1.[F:22][C:23]1[CH:24]=[CH:25][C:26]([OH:32])=[C:27]([C:29](=[O:31])[CH3:30])[CH:28]=1.C(=O)([O-])[O-].[K+].[K+]. (5) The reactants are: S(Cl)([Cl:3])=O.[CH:5]1([CH2:11][C:12]([OH:14])=O)[CH2:10][CH2:9][CH2:8][CH2:7][CH2:6]1. Given the product [CH:5]1([CH2:11][C:12]([Cl:3])=[O:14])[CH2:10][CH2:9][CH2:8][CH2:7][CH2:6]1, predict the reactants needed to synthesize it. (6) Given the product [C:1]([C:3]1[C:4]([I:17])=[C:5]([C:12]([O:14][CH2:15][CH3:16])=[O:13])[S:6][C:7]=1[N:24]1[CH2:29][CH2:28][O:27][CH2:26][CH2:25]1)#[N:2], predict the reactants needed to synthesize it. The reactants are: [C:1]([C:3]1[C:4]([I:17])=[C:5]([C:12]([O:14][CH2:15][CH3:16])=[O:13])[S:6][C:7]=1S(C)(=O)=O)#[N:2].O1CCOCC1.[NH:24]1[CH2:29][CH2:28][O:27][CH2:26][CH2:25]1.